Dataset: Full USPTO retrosynthesis dataset with 1.9M reactions from patents (1976-2016). Task: Predict the reactants needed to synthesize the given product. (1) Given the product [Br:14][C:15]1[CH:16]=[CH:17][C:18]([Cl:25])=[C:19]([S:21]([CH2:27][C:28]2[CH:33]=[CH:32][CH:31]=[C:30]([Cl:34])[CH:29]=2)(=[O:23])=[O:22])[CH:20]=1, predict the reactants needed to synthesize it. The reactants are: S([O-])([O-])=O.[Na+].[Na+].OP([O-])([O-])=O.[Na+].[Na+].[Br:14][C:15]1[CH:16]=[CH:17][C:18]([Cl:25])=[C:19]([S:21](Cl)(=[O:23])=[O:22])[CH:20]=1.Br[CH2:27][C:28]1[CH:33]=[CH:32][CH:31]=[C:30]([Cl:34])[CH:29]=1. (2) Given the product [I:41][CH2:2][CH2:3][N:4]1[CH2:9][CH2:8][N:7]([C:10]([O:12][C:13]([CH3:16])([CH3:15])[CH3:14])=[O:11])[CH2:6][CH2:5]1, predict the reactants needed to synthesize it. The reactants are: O[CH2:2][CH2:3][N:4]1[CH2:9][CH2:8][N:7]([C:10]([O:12][C:13]([CH3:16])([CH3:15])[CH3:14])=[O:11])[CH2:6][CH2:5]1.C1C=CC(P(C2C=CC=CC=2)C2C=CC=CC=2)=CC=1.N1C=NCC=1.[I:41]I. (3) Given the product [ClH:17].[NH:1]1[CH2:5][CH:4]=[CH:3][C@H:2]1[C:6]([O:8][CH3:9])=[O:7], predict the reactants needed to synthesize it. The reactants are: [N:1]1(C(OC(C)(C)C)=O)[CH2:5][CH:4]=[CH:3][C@H:2]1[C:6]([O:8][CH3:9])=[O:7].[ClH:17].O1CCOCC1.